This data is from NCI-60 drug combinations with 297,098 pairs across 59 cell lines. The task is: Regression. Given two drug SMILES strings and cell line genomic features, predict the synergy score measuring deviation from expected non-interaction effect. Drug 1: C1=CN(C(=O)N=C1N)C2C(C(C(O2)CO)O)O.Cl. Drug 2: N.N.Cl[Pt+2]Cl. Cell line: BT-549. Synergy scores: CSS=23.3, Synergy_ZIP=-2.20, Synergy_Bliss=0.979, Synergy_Loewe=2.57, Synergy_HSA=3.70.